From a dataset of Drug-target binding data from BindingDB using IC50 measurements. Regression. Given a target protein amino acid sequence and a drug SMILES string, predict the binding affinity score between them. We predict pIC50 (pIC50 = -log10(IC50 in M); higher means more potent). Dataset: bindingdb_ic50. (1) The small molecule is COc1cc(Nc2cc(Oc3ccc(NC(=O)Nc4cc(C(C)(C)C)cc(NS(C)(=O)=O)c4OC)c4ccccc34)ccn2)cc(OCCOCCOCC(=O)O)c1. The target protein (P15260) has sequence MALLFLLPLVMQGVSRAEMGTADLGPSSVPTPTNVTIESYNMNPIVYWEYQIMPQVPVFTVEVKNYGVKNSEWIDACINISHHYCNISDHVGDPSNSLWVRVKARVGQKESAYAKSEEFAVCRDGKIGPPKLDIRKEEKQIMIDIFHPSVFVNGDEQEVDYDPETTCYIRVYNVYVRMNGSEIQYKILTQKEDDCDEIQCQLAIPVSSLNSQYCVSAEGVLHVWGVTTEKSKEVCITIFNSSIKGSLWIPVVAALLLFLVLSLVFICFYIKKINPLKEKSIILPKSLISVVRSATLETKPESKYVSLITSYQPFSLEKEVVCEEPLSPATVPGMHTEDNPGKVEHTEELSSITEVVTTEENIPDVVPGSHLTPIERESSSPLSSNQSEPGSIALNSYHSRNCSESDHSRNGFDTDSSCLESHSSLSDSEFPPNNKGEIKTEGQELITVIKAPTSFGYDKPHVLVDLLVDDSGKESLIGYRPTEDSKEFS. The pIC50 is 7.5. (2) The small molecule is O=NN1CCCC1C(=O)O. The target protein sequence is MSETRKPWHGVIVATSLPFDDDLSVDFGAYGESVAHLAAQGMHGVAPNGSLGEYQTLTYEERDRVVETAVANAPEGFTVMPGVGAYGGREAERHARFAKDAGCQAVMCLPPNAYRADDRAVLQHFERVASVGLPVTAYNNPIDTKVDLRPDLLAKLHAEGYIVGVKEFSGDVRRCYEISELAPGLDLMIGTDDTVLEVALAGAKGWVAGYPQVFPRACLALYEASVRGDLEAALPLYRQLHPVLRWDSKTEFVQAIKLGQELTGRRGGPCRPPRQPLAPETEAVVRAATQALVDAGVN. The pIC50 is 2.1. (3) The small molecule is C/[NH+]=C1/[N-]c2c(ccc[n+]2[O-])C(c2ccccc2)=NC1c1cccs1. The target protein (Q9ZLT0) has sequence MKIGVFDSGVGGFSVLKSLLKARLFDEIIYYGDSARVPYGTKDPTTIKQFGLEALDFFKPHEIELLIVACNTASALALEEMQKYSKIPIVGVIEPSILAIKRQVEDKNAPILVLGTKATIQSNAYDNALKQQGYLNISHLATSLFVPLIEESILEGELLETCMHYYFTPLEILPEVIILGCTHFPLIAQKIEGYFMGHFALPTPPLLIHSGDAIVEYLQQKYALKNNACTFPKVEFHASGDVIWLERQAKEWLKL. The pIC50 is 4.2.